Task: Predict the reaction yield, written as a fraction of the theoretical maximum amount of product (1.0 means a 100% yield; for example, 0.34 means a 34% yield).. Dataset: Reaction yield outcomes from USPTO patents with 853,638 reactions (1) The reactants are [Cl:1][C:2]1[C:6]([NH:7][C:8](=[O:14])[CH:9]([CH3:13])[CH2:10][S:11][CH3:12])=[CH:5][N:4]([C:15]2[CH:16]=[N:17][CH:18]=[CH:19][CH:20]=2)[N:3]=1.[H-].[Na+].Br[CH2:24][CH2:25][O:26][Si:27]([C:30]([CH3:33])([CH3:32])[CH3:31])([CH3:29])[CH3:28]. The catalyst is CN(C)C=O. The product is [Si:27]([O:26][CH2:25][CH2:24][N:7]([C:6]1[C:2]([Cl:1])=[N:3][N:4]([C:15]2[CH:16]=[N:17][CH:18]=[CH:19][CH:20]=2)[CH:5]=1)[C:8](=[O:14])[CH:9]([CH3:13])[CH2:10][S:11][CH3:12])([C:30]([CH3:33])([CH3:32])[CH3:31])([CH3:29])[CH3:28]. The yield is 0.504. (2) The reactants are [C:1]([O:4][C:5]1[CH:10]=[CH:9][C:8]([S:11](Cl)(=[O:13])=[O:12])=[CH:7][CH:6]=1)(=[O:3])[CH3:2].[CH3:15][O:16][C:17]1[CH:22]=[CH:21][CH:20]=[CH:19][C:18]=1[CH2:23][NH2:24].C(N(CC)CC)C. The catalyst is ClCCl. The yield is 0.890. The product is [C:1]([O:4][C:5]1[CH:10]=[CH:9][C:8]([S:11](=[O:13])(=[O:12])[NH:24][CH2:23][C:18]2[CH:19]=[CH:20][CH:21]=[CH:22][C:17]=2[O:16][CH3:15])=[CH:7][CH:6]=1)(=[O:3])[CH3:2]. (3) The reactants are [H-].[Na+].[C:3]([C:5]1[S:6][C:7]2[CH:13]=[C:12]([OH:14])[CH:11]=[CH:10][C:8]=2[CH:9]=1)#[N:4].[CH2:15](Br)[CH:16]=[CH2:17].O. The catalyst is CS(C)=O. The product is [CH2:17]([O:14][C:12]1[CH:11]=[CH:10][C:8]2[CH:9]=[C:5]([C:3]#[N:4])[S:6][C:7]=2[CH:13]=1)[CH:16]=[CH2:15]. The yield is 1.00. (4) The reactants are [O-]P([O-])([O-])=O.[K+].[K+].[K+].[NH:9]1[CH2:14][CH2:13][O:12][CH2:11][CH2:10]1.I[C:16]1[CH:21]=[CH:20][CH:19]=[CH:18][CH:17]=1.C(O)CO. The catalyst is [Cu]I.CCCCCC.C(OCC)(=O)C.CC(O)C. The product is [C:16]1([N:9]2[CH2:14][CH2:13][O:12][CH2:11][CH2:10]2)[CH:21]=[CH:20][CH:19]=[CH:18][CH:17]=1. The yield is 0.760. (5) The catalyst is CO.O. The yield is 0.560. The product is [CH3:1][C:2]1[CH:3]=[CH:4][C:5]([CH2:6][NH:7][NH:8][C:9]([C:11]2[NH:12][C:13]3[C:18]([C:19]=2[CH3:20])=[CH:17][C:16]([Cl:21])=[CH:15][CH:14]=3)=[O:10])=[CH:22][CH:23]=1. The reactants are [CH3:1][C:2]1[CH:23]=[CH:22][C:5]([CH:6]=[N:7][NH:8][C:9]([C:11]2[NH:12][C:13]3[C:18]([C:19]=2[CH3:20])=[CH:17][C:16]([Cl:21])=[CH:15][CH:14]=3)=[O:10])=[CH:4][CH:3]=1.[BH4-].[Na+]. (6) The reactants are [C:1]([O:5][C:6]([NH:8][C:9]1[CH:10]=[N:11][CH:12]=[CH:13][C:14]=1[C@H:15]1[CH2:20][C@@H:19]([NH:21][C:22](=[O:28])[O:23][C:24]([CH3:27])([CH3:26])[CH3:25])[C@@H:18]([N:29]=[N+]=[N-])[C@@H:17]([CH3:32])[CH2:16]1)=[O:7])([CH3:4])([CH3:3])[CH3:2]. The catalyst is C(O)C.[Pd]. The product is [C:1]([O:5][C:6]([NH:8][C:9]1[CH:10]=[N:11][CH:12]=[CH:13][C:14]=1[C@H:15]1[CH2:20][C@@H:19]([NH:21][C:22](=[O:28])[O:23][C:24]([CH3:27])([CH3:26])[CH3:25])[C@@H:18]([NH2:29])[C@@H:17]([CH3:32])[CH2:16]1)=[O:7])([CH3:4])([CH3:2])[CH3:3]. The yield is 0.880.